Dataset: NCI-60 drug combinations with 297,098 pairs across 59 cell lines. Task: Regression. Given two drug SMILES strings and cell line genomic features, predict the synergy score measuring deviation from expected non-interaction effect. Drug 1: C1CC(=O)NC(=O)C1N2C(=O)C3=CC=CC=C3C2=O. Drug 2: C1C(C(OC1N2C=NC3=C2NC=NCC3O)CO)O. Cell line: HCC-2998. Synergy scores: CSS=1.81, Synergy_ZIP=0.890, Synergy_Bliss=5.17, Synergy_Loewe=0.655, Synergy_HSA=0.192.